This data is from Reaction yield outcomes from USPTO patents with 853,638 reactions. The task is: Predict the reaction yield, written as a fraction of the theoretical maximum amount of product (1.0 means a 100% yield; for example, 0.34 means a 34% yield). (1) The reactants are [CH3:1][N:2]([CH3:19])[CH2:3][CH2:4][N:5]1[CH2:11][CH2:10][CH2:9][C:8]2[NH:12][C:13]([CH:16]=O)=[C:14]([CH3:15])[C:7]=2[C:6]1=[O:18].[F:20][C:21]1[CH:22]=[C:23]2[C:27](=[CH:28][C:29]=1[NH:30][C:31](=[O:35])[CH2:32][O:33][CH3:34])[NH:26][C:25](=[O:36])[CH2:24]2. No catalyst specified. The product is [CH3:1][N:2]([CH3:19])[CH2:3][CH2:4][N:5]1[CH2:11][CH2:10][CH2:9][C:8]2[NH:12][C:13](/[CH:16]=[C:24]3\[C:25](=[O:36])[NH:26][C:27]4[C:23]\3=[CH:22][C:21]([F:20])=[C:29]([NH:30][C:31](=[O:35])[CH2:32][O:33][CH3:34])[CH:28]=4)=[C:14]([CH3:15])[C:7]=2[C:6]1=[O:18]. The yield is 0.765. (2) The reactants are [Na:1].CO[CH:4]1[O:9][CH2:8][CH:7]([CH2:10][O:11][C:12]2[CH:17]=[CH:16][N:15]=[C:14]([CH2:18][S:19]([C:21]3[NH:25][C:24]4[CH:26]=[CH:27][CH:28]=[CH:29][C:23]=4[N:22]=3)=[O:20])[C:13]=2[CH3:30])[CH2:6][O:5]1.O1[C:36]2([CH2:41][CH2:40]C[CH2:38][CH2:37]2)OCC(CO)C1. No catalyst specified. The product is [Na:1].[O:9]1[C:4]2([CH2:40][CH2:41][CH2:36][CH2:37][CH2:38]2)[O:5][CH2:6][CH:7]([CH2:10][O:11][C:12]2[CH:17]=[CH:16][N:15]=[C:14]([CH2:18][S:19]([C:21]3[NH:25][C:24]4[CH:26]=[CH:27][CH:28]=[CH:29][C:23]=4[N:22]=3)=[O:20])[C:13]=2[CH3:30])[CH2:8]1. The yield is 0.0840. (3) The reactants are [CH3:1][O:2][C:3]1[CH:4]=[C:5]2[C:10](=[CH:11][C:12]=1[O:13][CH3:14])[N:9]=[CH:8][CH:7]=[C:6]2[O:15][C:16]1[CH:22]=[CH:21][C:19]([NH2:20])=[C:18]([F:23])[CH:17]=1.C(N(CC)CC)C.ClC(Cl)(O[C:35](=[O:41])OC(Cl)(Cl)Cl)Cl.[F:43][C:44]1[CH:49]=[CH:48][C:47]([C@@H:50]([NH2:52])[CH3:51])=[CH:46][CH:45]=1. The catalyst is C(Cl)(Cl)Cl. The product is [CH3:1][O:2][C:3]1[CH:4]=[C:5]2[C:10](=[CH:11][C:12]=1[O:13][CH3:14])[N:9]=[CH:8][CH:7]=[C:6]2[O:15][C:16]1[CH:22]=[CH:21][C:19]([NH:20][C:35]([NH:52][C@H:50]([C:47]2[CH:48]=[CH:49][C:44]([F:43])=[CH:45][CH:46]=2)[CH3:51])=[O:41])=[C:18]([F:23])[CH:17]=1. The yield is 0.760. (4) The reactants are [F:1][C:2]1[CH:7]=[CH:6][C:5]([NH:8][C:9]2[CH:14]=[CH:13][C:12]([CH2:15][C:16]#[N:17])=[CH:11][C:10]=2[C:18]2[C:19]3[CH:28]=[CH:27][NH:26][C:20]=3[C:21](=[O:25])[N:22]([CH3:24])[CH:23]=2)=[CH:4][CH:3]=1.[CH2:29]=O. The catalyst is [Ti](Cl)(Cl)(Cl)Cl. The product is [F:1][C:2]1[CH:7]=[CH:6][C:5]([N:8]2[CH2:29][C:28]3[C:19]4=[C:20]([C:21](=[O:25])[N:22]([CH3:24])[CH:23]=[C:18]4[C:10]4[CH:11]=[C:12]([CH2:15][C:16]#[N:17])[CH:13]=[CH:14][C:9]2=4)[NH:26][CH:27]=3)=[CH:4][CH:3]=1. The yield is 0.320. (5) The yield is 0.890. The product is [CH3:22][S:23]([O:12][CH2:11][C:9]1[N:8]([S:13]([C:16]2[CH:17]=[CH:18][CH:19]=[CH:20][CH:21]=2)(=[O:15])=[O:14])[C:4]2=[N:5][CH:6]=[CH:7][C:2]([Br:1])=[C:3]2[CH:10]=1)(=[O:25])=[O:24]. The reactants are [Br:1][C:2]1[CH:7]=[CH:6][N:5]=[C:4]2[N:8]([S:13]([C:16]3[CH:21]=[CH:20][CH:19]=[CH:18][CH:17]=3)(=[O:15])=[O:14])[C:9]([CH2:11][OH:12])=[CH:10][C:3]=12.[CH3:22][S:23](O[S:23]([CH3:22])(=[O:25])=[O:24])(=[O:25])=[O:24]. The catalyst is C(Cl)Cl. (6) The reactants are [CH3:1][O:2][C:3]1[N:8]=[CH:7][C:6]([NH:9][NH:10][C:11]([NH2:13])=[O:12])=[CH:5][CH:4]=1.N1C=CC=CC=1.[CH3:20][O:21][C:22]1[CH:30]=[CH:29][C:25]([C:26](Cl)=[O:27])=[CH:24][CH:23]=1.O. The catalyst is C1(C)C=CC=CC=1. The product is [CH3:20][O:21][C:22]1[CH:30]=[CH:29][C:25]([C:26]([N:9]([C:6]2[CH:7]=[N:8][C:3]([O:2][CH3:1])=[CH:4][CH:5]=2)[NH:10][C:11]([NH2:13])=[O:12])=[O:27])=[CH:24][CH:23]=1. The yield is 0.288. (7) The reactants are [CH2:1]([N:8]1[CH2:13][CH2:12][CH:11]([CH2:14][CH2:15][C:16](=[O:23])[CH2:17][C:18]([O:20][CH2:21][CH3:22])=[O:19])[CH2:10][CH2:9]1)[C:2]1[CH:7]=[CH:6][CH:5]=[CH:4][CH:3]=1.C(N(CC)CC)C.C(NC1C=CC(S([N:44]=[N+:45]=[N-])(=O)=O)=CC=1)(=O)C. The catalyst is C(#N)C. The product is [CH2:1]([N:8]1[CH2:9][CH2:10][CH:11]([CH2:14][CH2:15][C:16](=[O:23])[C:17](=[N+:44]=[N-:45])[C:18]([O:20][CH2:21][CH3:22])=[O:19])[CH2:12][CH2:13]1)[C:2]1[CH:3]=[CH:4][CH:5]=[CH:6][CH:7]=1. The yield is 0.880. (8) The reactants are [NH2:1][C:2]1[S:3][C:4]([C:12]2[CH:13]=[CH:14][C:15](=[O:25])[N:16]([CH2:18][C:19]3[CH:24]=[CH:23][CH:22]=[CH:21][CH:20]=3)[CH:17]=2)=[C:5]([C:7]2[O:8][CH:9]=[CH:10][CH:11]=2)[N:6]=1.[C:26](O)(=[O:33])[C:27]1[CH:32]=[CH:31][N:30]=[CH:29][CH:28]=1.C1CN([P+](ON2N=NC3C=CC=CC2=3)(N2CCCC2)N2CCCC2)CC1.F[P-](F)(F)(F)(F)F.C(N(CC)CC)C. The catalyst is CN(C=O)C.O. The product is [CH2:18]([N:16]1[CH:17]=[C:12]([C:4]2[S:3][C:2]([NH:1][C:26]([C:27]3[CH:32]=[CH:31][N:30]=[CH:29][CH:28]=3)=[O:33])=[N:6][C:5]=2[C:7]2[O:8][CH:9]=[CH:10][CH:11]=2)[CH:13]=[CH:14][C:15]1=[O:25])[C:19]1[CH:24]=[CH:23][CH:22]=[CH:21][CH:20]=1. The yield is 0.280. (9) The catalyst is C(O)C.C(OCC)(=O)C.O.C([O-])(O)=O.[Na+]. The reactants are [N+:1]([C:4]1[CH:5]=[C:6]2[C:10](=[CH:11][CH:12]=1)[NH:9][C:8]([CH:13]([CH3:19])[C:14]([O:16][CH2:17][CH3:18])=[O:15])=[CH:7]2)([O-])=O.O.O.[Sn](Cl)(Cl)(Cl)Cl. The product is [NH2:1][C:4]1[CH:5]=[C:6]2[C:10](=[CH:11][CH:12]=1)[NH:9][C:8]([CH:13]([CH3:19])[C:14]([O:16][CH2:17][CH3:18])=[O:15])=[CH:7]2. The yield is 0.990. (10) The reactants are Cl.[CH3:2][O:3][C:4]1[C:5]([CH:10]2[CH2:15][CH2:14][N:13](C(OC(C)(C)C)=O)[CH2:12][CH2:11]2)=[N:6][CH:7]=[CH:8][CH:9]=1. The catalyst is O1CCOCC1. The product is [CH3:2][O:3][C:4]1[C:5]([CH:10]2[CH2:15][CH2:14][NH:13][CH2:12][CH2:11]2)=[N:6][CH:7]=[CH:8][CH:9]=1. The yield is 1.00.